From a dataset of Reaction yield outcomes from USPTO patents with 853,638 reactions. Predict the reaction yield, written as a fraction of the theoretical maximum amount of product (1.0 means a 100% yield; for example, 0.34 means a 34% yield). (1) The reactants are [NH2:1][C:2]1[C:7]([Cl:8])=[C:6]([O:9][CH2:10][CH:11]([O:14][CH3:15])[O:12][CH3:13])[CH:5]=[CH:4][C:3]=1[C:16](=[O:18])[CH3:17].[CH:19]([C:22]1[S:23][CH:24]=[C:25]([C:27](O)=[O:28])[N:26]=1)([CH3:21])[CH3:20].O=P(Cl)(Cl)Cl. The catalyst is N1C=CC=CC=1. The product is [C:16]([C:3]1[C:2]([NH:1][C:27]([C:25]2[N:26]=[C:22]([CH:19]([CH3:21])[CH3:20])[S:23][CH:24]=2)=[O:28])=[C:7]([Cl:8])[C:6]([O:9][CH2:10][CH:11]([O:12][CH3:13])[O:14][CH3:15])=[CH:5][CH:4]=1)(=[O:18])[CH3:17]. The yield is 0.890. (2) The reactants are [CH:1]1[C:13]2[CH:12]([CH2:14][O:15][C:16]([NH:18][C@@H:19]([CH2:23][C:24]3[C:32]4[C:27](=[CH:28][CH:29]=[CH:30][CH:31]=4)[NH:26][CH:25]=3)[C:20]([OH:22])=[O:21])=[O:17])[C:11]3[C:6](=[CH:7][CH:8]=[CH:9][CH:10]=3)[C:5]=2[CH:4]=[CH:3][CH:2]=1.I[C:34]1[CH:39]=[CH:38][C:37]([O:40][CH2:41][CH2:42][CH3:43])=[CH:36][CH:35]=1. No catalyst specified. The product is [CH:1]1[C:13]2[CH:12]([CH2:14][O:15][C:16]([NH:18][C@@H:19]([CH2:23][C:24]3[C:32]4[C:27](=[CH:28][CH:29]=[CH:30][CH:31]=4)[NH:26][C:25]=3[C:34]3[CH:39]=[CH:38][C:37]([O:40][CH2:41][CH2:42][CH3:43])=[CH:36][CH:35]=3)[C:20]([OH:22])=[O:21])=[O:17])[C:11]3[C:6](=[CH:7][CH:8]=[CH:9][CH:10]=3)[C:5]=2[CH:4]=[CH:3][CH:2]=1. The yield is 0.570.